Dataset: Catalyst prediction with 721,799 reactions and 888 catalyst types from USPTO. Task: Predict which catalyst facilitates the given reaction. (1) Reactant: [CH2:1]([O:8][C:9]1[CH:10]=[C:11]([CH:14]=[CH:15][C:16]=1[CH2:17][C:18]1[CH:23]=[CH:22][C:21]([O:24][CH3:25])=[CH:20][CH:19]=1)[CH2:12][OH:13])[C:2]1[CH:7]=[CH:6][CH:5]=[CH:4][CH:3]=1. Product: [CH2:1]([O:8][C:9]1[CH:10]=[C:11]([CH:14]=[CH:15][C:16]=1[CH2:17][C:18]1[CH:19]=[CH:20][C:21]([O:24][CH3:25])=[CH:22][CH:23]=1)[CH:12]=[O:13])[C:2]1[CH:3]=[CH:4][CH:5]=[CH:6][CH:7]=1. The catalyst class is: 428. (2) Reactant: [C:1]1([CH:7]([C:21]2[CH:26]=[CH:25][CH:24]=[CH:23][CH:22]=2)[CH2:8][C:9]([NH:11][C:12]2([C:18](O)=[O:19])[CH2:17][CH2:16][CH2:15][CH2:14][CH2:13]2)=[O:10])[CH:6]=[CH:5][CH:4]=[CH:3][CH:2]=1.[F:27][C:28]1[CH:33]=[CH:32][C:31]([CH2:34][NH2:35])=[CH:30][CH:29]=1.CN(C(ON1N=NC2C=CC=NC1=2)=[N+](C)C)C.F[P-](F)(F)(F)(F)F.CCN(CC)CC. Product: [C:1]1([CH:7]([C:21]2[CH:26]=[CH:25][CH:24]=[CH:23][CH:22]=2)[CH2:8][C:9]([NH:11][C:12]2([C:18]([NH:35][CH2:34][C:31]3[CH:32]=[CH:33][C:28]([F:27])=[CH:29][CH:30]=3)=[O:19])[CH2:13][CH2:14][CH2:15][CH2:16][CH2:17]2)=[O:10])[CH:2]=[CH:3][CH:4]=[CH:5][CH:6]=1. The catalyst class is: 2. (3) Reactant: [CH:1]([C:4]1[CH:5]=[C:6]([CH:35]=[CH:36][CH:37]=1)[CH2:7][N:8]1[C@@H:16]2[C@H:11]([C@H:12]([CH2:19][C:20]3[CH:25]=[CH:24][C:23](OS(C(F)(F)F)(=O)=O)=[CH:22][CH:21]=3)[CH2:13][S:14](=[O:18])(=[O:17])[CH2:15]2)[O:10][C:9]1=[O:34])([CH3:3])[CH3:2].[NH2:38][C:39]1[CH:44]=[CH:43][N:42]=[CH:41][N:40]=1.C([O-])([O-])=O.[Cs+].[Cs+].CC1(C)C2C(=C(P(C3C=CC=CC=3)C3C=CC=CC=3)C=CC=2)OC2C(P(C3C=CC=CC=3)C3C=CC=CC=3)=CC=CC1=2. Product: [CH:1]([C:4]1[CH:5]=[C:6]([CH:35]=[CH:36][CH:37]=1)[CH2:7][N:8]1[C@@H:16]2[C@H:11]([C@H:12]([CH2:19][C:20]3[CH:21]=[CH:22][C:23]([NH:38][C:39]4[CH:44]=[CH:43][N:42]=[CH:41][N:40]=4)=[CH:24][CH:25]=3)[CH2:13][S:14](=[O:18])(=[O:17])[CH2:15]2)[O:10][C:9]1=[O:34])([CH3:3])[CH3:2]. The catalyst class is: 857. (4) Reactant: C([O:4][C:5]12[CH2:17][CH:13]([O:14][C:15]1=[O:16])[C:12]1[CH:7]([O:8][CH2:9][CH2:10][CH:11]=1)[CH2:6]2)(=O)C.[BH4-].[Na+]. Product: [OH:16][CH2:15][C@:5]1([OH:4])[CH2:6][C@@H:7]2[C:12](=[CH:11][CH2:10][CH2:9][O:8]2)[C@H:13]([OH:14])[CH2:17]1. The catalyst class is: 170.